Predict the product of the given reaction. From a dataset of Forward reaction prediction with 1.9M reactions from USPTO patents (1976-2016). (1) Given the reactants [CH3:1][N:2]1[CH:6]=[C:5]([N:7]2[CH:11]=[CH:10][C:9]([C:12]([OH:14])=O)=[N:8]2)[CH:4]=[N:3]1.[NH2:15][C@@H:16]([CH3:33])[CH2:17][N:18]1[CH:22]=[CH:21][C:20]([C:23]2[CH:30]=[C:29]([F:31])[C:26]([C:27]#[N:28])=[C:25]([Cl:32])[CH:24]=2)=[N:19]1.CN(C=O)C, predict the reaction product. The product is: [Cl:32][C:25]1[CH:24]=[C:23]([C:20]2[CH:21]=[CH:22][N:18]([CH2:17][C@@H:16]([NH:15][C:12]([C:9]3[CH:10]=[CH:11][N:7]([C:5]4[CH:4]=[N:3][N:2]([CH3:1])[CH:6]=4)[N:8]=3)=[O:14])[CH3:33])[N:19]=2)[CH:30]=[C:29]([F:31])[C:26]=1[C:27]#[N:28]. (2) The product is: [NH2:25][C:22]1[CH:23]=[CH:24][C:19]([C:18](=[O:28])[C:13]2[C:14]([Cl:17])=[CH:15][CH:16]=[C:11]([C@H:8]([NH2:7])[CH2:9][CH3:10])[C:12]=2[F:29])=[CH:20][C:21]=1[C:26]#[N:27]. Given the reactants C(OC(=O)[NH:7][C@@H:8]([C:11]1[CH:16]=[CH:15][C:14]([Cl:17])=[C:13]([C:18](=[O:28])[C:19]2[CH:24]=[CH:23][C:22]([NH2:25])=[C:21]([C:26]#[N:27])[CH:20]=2)[C:12]=1[F:29])[CH2:9][CH3:10])(C)(C)C.Cl.O1CCOCC1, predict the reaction product. (3) Given the reactants [CH3:1][N:2]1[C:10]2[C:5](=[CH:6][C:7]([OH:11])=[CH:8][CH:9]=2)[CH:4]=[N:3]1.Cl[C:13]1[N:20]=[CH:19][CH:18]=[CH:17][C:14]=1[C:15]#[N:16], predict the reaction product. The product is: [CH3:1][N:2]1[C:10]2[C:5](=[CH:6][C:7]([O:11][C:13]3[N:20]=[CH:19][CH:18]=[CH:17][C:14]=3[C:15]#[N:16])=[CH:8][CH:9]=2)[CH:4]=[N:3]1. (4) Given the reactants [O:1]1[CH2:6][CH2:5][CH:4]([O:7][CH2:8][C:9]2[CH:10]=[C:11]([CH:15]=[CH:16][N:17]=2)[C:12]([OH:14])=O)[CH2:3][CH2:2]1.CN(C(ON1N=NC2C=CC=NC1=2)=[N+](C)C)C.F[P-](F)(F)(F)(F)F.C(N(C(C)C)C(C)C)C.[O:51]1[CH2:56][CH2:55][O:54][CH2:53][CH:52]1[C:57]1[C:65]2[S:64][C:63]([NH2:66])=[N:62][C:61]=2[C:60]([O:67][CH3:68])=[CH:59][CH:58]=1, predict the reaction product. The product is: [O:51]1[CH2:56][CH2:55][O:54][CH2:53][CH:52]1[C:57]1[C:65]2[S:64][C:63]([NH:66][C:12](=[O:14])[C:11]3[CH:15]=[CH:16][N:17]=[C:9]([CH2:8][O:7][CH:4]4[CH2:3][CH2:2][O:1][CH2:6][CH2:5]4)[CH:10]=3)=[N:62][C:61]=2[C:60]([O:67][CH3:68])=[CH:59][CH:58]=1. (5) Given the reactants [CH3:1][C:2]1[CH:7]=[CH:6][C:5]([S:8](Cl)(=[O:10])=[O:9])=[CH:4][CH:3]=1.[CH3:12][N:13]1[CH2:18][CH2:17][CH:16]([C:19]2[C:27]3[C:22](=[CH:23][CH:24]=[C:25]([OH:28])[CH:26]=3)[NH:21][CH:20]=2)[CH2:15][CH2:14]1.[OH-].[Na+], predict the reaction product. The product is: [CH3:12][N:13]1[CH2:18][CH2:17][CH:16]([C:19]2[C:27]3[C:22](=[CH:23][CH:24]=[C:25]([O:28][S:8]([C:5]4[CH:6]=[CH:7][C:2]([CH3:1])=[CH:3][CH:4]=4)(=[O:10])=[O:9])[CH:26]=3)[NH:21][CH:20]=2)[CH2:15][CH2:14]1.